This data is from Peptide-MHC class I binding affinity with 185,985 pairs from IEDB/IMGT. The task is: Regression. Given a peptide amino acid sequence and an MHC pseudo amino acid sequence, predict their binding affinity value. This is MHC class I binding data. (1) The peptide sequence is SLPRIALVR. The MHC is HLA-A11:01 with pseudo-sequence HLA-A11:01. The binding affinity (normalized) is 0.444. (2) The peptide sequence is TPSGKRLQI. The MHC is HLA-A02:19 with pseudo-sequence HLA-A02:19. The binding affinity (normalized) is 0.0847. (3) The peptide sequence is FRFFGGVPR. The MHC is HLA-B15:42 with pseudo-sequence HLA-B15:42. The binding affinity (normalized) is 0.213.